From a dataset of NCI-60 drug combinations with 297,098 pairs across 59 cell lines. Regression. Given two drug SMILES strings and cell line genomic features, predict the synergy score measuring deviation from expected non-interaction effect. (1) Drug 1: CC=C1C(=O)NC(C(=O)OC2CC(=O)NC(C(=O)NC(CSSCCC=C2)C(=O)N1)C(C)C)C(C)C. Drug 2: C1=NC2=C(N1)C(=S)N=CN2. Cell line: HT29. Synergy scores: CSS=31.0, Synergy_ZIP=-5.12, Synergy_Bliss=0.465, Synergy_Loewe=-5.05, Synergy_HSA=-5.20. (2) Drug 1: CCC1(CC2CC(C3=C(CCN(C2)C1)C4=CC=CC=C4N3)(C5=C(C=C6C(=C5)C78CCN9C7C(C=CC9)(C(C(C8N6C=O)(C(=O)OC)O)OC(=O)C)CC)OC)C(=O)OC)O.OS(=O)(=O)O. Drug 2: C(CN)CNCCSP(=O)(O)O. Cell line: NCI/ADR-RES. Synergy scores: CSS=1.24, Synergy_ZIP=2.52, Synergy_Bliss=5.32, Synergy_Loewe=-0.393, Synergy_HSA=-0.797. (3) Drug 1: CC(CN1CC(=O)NC(=O)C1)N2CC(=O)NC(=O)C2. Drug 2: C1=CN(C=N1)CC(O)(P(=O)(O)O)P(=O)(O)O. Cell line: UACC62. Synergy scores: CSS=10.1, Synergy_ZIP=-5.08, Synergy_Bliss=-4.69, Synergy_Loewe=-4.68, Synergy_HSA=-4.14. (4) Drug 1: CN(CCCl)CCCl.Cl. Drug 2: B(C(CC(C)C)NC(=O)C(CC1=CC=CC=C1)NC(=O)C2=NC=CN=C2)(O)O. Cell line: MDA-MB-231. Synergy scores: CSS=68.1, Synergy_ZIP=-5.39, Synergy_Bliss=-4.45, Synergy_Loewe=-4.24, Synergy_HSA=-1.34. (5) Synergy scores: CSS=27.4, Synergy_ZIP=-3.81, Synergy_Bliss=1.28, Synergy_Loewe=0.586, Synergy_HSA=1.24. Cell line: HOP-92. Drug 2: C1CCC(C(C1)N)N.C(=O)(C(=O)[O-])[O-].[Pt+4]. Drug 1: C1=NC2=C(N=C(N=C2N1C3C(C(C(O3)CO)O)F)Cl)N. (6) Drug 1: C1=CC(=CC=C1CCC2=CNC3=C2C(=O)NC(=N3)N)C(=O)NC(CCC(=O)O)C(=O)O. Drug 2: CC1CCCC2(C(O2)CC(NC(=O)CC(C(C(=O)C(C1O)C)(C)C)O)C(=CC3=CSC(=N3)C)C)C. Cell line: A498. Synergy scores: CSS=18.5, Synergy_ZIP=-4.63, Synergy_Bliss=-2.89, Synergy_Loewe=-2.52, Synergy_HSA=-2.32. (7) Drug 1: CCCCCOC(=O)NC1=NC(=O)N(C=C1F)C2C(C(C(O2)C)O)O. Drug 2: C1CCC(C(C1)N)N.C(=O)(C(=O)[O-])[O-].[Pt+4]. Cell line: A549. Synergy scores: CSS=11.2, Synergy_ZIP=-0.808, Synergy_Bliss=-1.58, Synergy_Loewe=-25.2, Synergy_HSA=-0.474.